Dataset: Full USPTO retrosynthesis dataset with 1.9M reactions from patents (1976-2016). Task: Predict the reactants needed to synthesize the given product. Given the product [CH:17]1([C:14]2[CH:15]=[CH:16][C:11]([O:10][CH2:9][C:7]3[NH:6][C:5]4[CH:20]=[CH:21][C:2]([C:31]5[CH:32]=[CH:33][CH:34]=[CH:35][C:30]=5[S:27]([NH2:26])(=[O:29])=[O:28])=[CH:3][C:4]=4[N:8]=3)=[CH:12][CH:13]=2)[CH2:19][CH2:18]1, predict the reactants needed to synthesize it. The reactants are: Br[C:2]1[CH:21]=[CH:20][C:5]2[NH:6][C:7]([CH2:9][O:10][C:11]3[CH:16]=[CH:15][C:14]([CH:17]4[CH2:19][CH2:18]4)=[CH:13][CH:12]=3)=[N:8][C:4]=2[CH:3]=1.C([NH:26][S:27]([C:30]1[CH:35]=[CH:34][CH:33]=[CH:32][C:31]=1B(O)O)(=[O:29])=[O:28])(C)(C)C.C(=O)([O-])[O-].[Na+].[Na+].